This data is from Forward reaction prediction with 1.9M reactions from USPTO patents (1976-2016). The task is: Predict the product of the given reaction. (1) The product is: [C:1]([O:5][C:6]([NH:8][C:9]1[CH:10]=[CH:11][CH:12]=[CH:13][C:14]=1[CH2:26][CH2:25][OH:27])=[O:7])([CH3:2])([CH3:3])[CH3:4]. Given the reactants [C:1]([O:5][C:6]([NH:8][C:9]1[CH:14]=[CH:13][C:12](CC(O)=O)=[CH:11][CH:10]=1)=[O:7])([CH3:4])([CH3:3])[CH3:2].[H-].[H-].[H-].[H-].[Li+].[Al+3].[C:25](OCC)(=[O:27])[CH3:26], predict the reaction product. (2) The product is: [NH3:4].[CH:1]1([N:4]([CH2:18][C:19]2[O:23][C:22]([C:24]([N:30]([CH3:29])[CH2:31][C:32]3[CH:33]=[CH:34][C:35]([CH2:38][N:39]4[CH2:43][CH2:42][CH2:41][CH2:40]4)=[CH:36][CH:37]=3)=[O:26])=[N:21][N:20]=2)[S:5]([C:8]2[C:13]([CH3:14])=[CH:12][C:11]([O:15][CH3:16])=[CH:10][C:9]=2[CH3:17])(=[O:6])=[O:7])[CH2:2][CH2:3]1. Given the reactants [CH:1]1([N:4]([CH2:18][C:19]2[O:23][C:22]([C:24]([O:26]CC)=O)=[N:21][N:20]=2)[S:5]([C:8]2[C:13]([CH3:14])=[CH:12][C:11]([O:15][CH3:16])=[CH:10][C:9]=2[CH3:17])(=[O:7])=[O:6])[CH2:3][CH2:2]1.[CH3:29][NH:30][CH2:31][C:32]1[CH:37]=[CH:36][C:35]([CH2:38][N:39]2[CH2:43][CH2:42][CH2:41][CH2:40]2)=[CH:34][CH:33]=1.C[Al](C)C, predict the reaction product.